From a dataset of Forward reaction prediction with 1.9M reactions from USPTO patents (1976-2016). Predict the product of the given reaction. (1) Given the reactants [N:1]1C=CC=C(CNC(C2(CC3C=CC=CC=3)CCNCC2)=O)C=1.Cl.C(OC([N:32]1[CH2:37][CH2:36][C:35]([CH2:41][C:42]2[CH:47]=[CH:46][C:45]([Cl:48])=[CH:44][CH:43]=2)([C:38]([OH:40])=O)[CH2:34][CH2:33]1)=O)(C)(C)C.[CH2:49]([NH2:56])[C:50]1[CH:55]=[CH:54][CH:53]=[CH:52][CH:51]=1, predict the reaction product. The product is: [CH2:49]([NH:56][C:38]([C:35]1([CH2:41][C:42]2[CH:43]=[CH:44][C:45]([Cl:48])=[CH:46][CH:47]=2)[CH2:34][CH2:33][NH:32][CH2:37][CH2:36]1)=[O:40])[C:50]1[CH:55]=[CH:54][CH:53]=[CH:52][CH:51]=1.[NH3:1]. (2) Given the reactants [CH3:1][C:2]([NH:10][C:11]([C:13]1[S:14][C:15]2[N:20](C(OC(C)(C)C)=O)[N:19]=[C:18]([NH:28][C:29](=[O:42])[C:30]3[CH:35]=[CH:34][C:33]([N:36]4[CH2:41][CH2:40][O:39][CH2:38][CH2:37]4)=[CH:32][CH:31]=3)[C:16]=2[N:17]=1)=[O:12])([C:4]1[CH:9]=[CH:8][CH:7]=[CH:6][CH:5]=1)[CH3:3].Cl.[Cl-].[Na+], predict the reaction product. The product is: [CH3:3][C:2]([NH:10][C:11]([C:13]1[S:14][C:15]2[NH:20][N:19]=[C:18]([NH:28][C:29](=[O:42])[C:30]3[CH:35]=[CH:34][C:33]([N:36]4[CH2:41][CH2:40][O:39][CH2:38][CH2:37]4)=[CH:32][CH:31]=3)[C:16]=2[N:17]=1)=[O:12])([C:4]1[CH:5]=[CH:6][CH:7]=[CH:8][CH:9]=1)[CH3:1]. (3) Given the reactants N[C:2]1[N:7]=[C:6]([C:8]([O:10][CH3:11])=[O:9])[CH:5]=[C:4]([O:12][CH2:13][C:14]2[CH:19]=[CH:18][CH:17]=[CH:16][CH:15]=2)[CH:3]=1.[N+]([O-])(OC(C)(C)C)=O.C(=O)(O)[O-].[Na+].C(Cl)(Cl)[Cl:34], predict the reaction product. The product is: [CH2:13]([O:12][C:4]1[CH:3]=[C:2]([Cl:34])[N:7]=[C:6]([C:8]([O:10][CH3:11])=[O:9])[CH:5]=1)[C:14]1[CH:19]=[CH:18][CH:17]=[CH:16][CH:15]=1. (4) Given the reactants [N:1]1([C:7]2[CH:8]=[CH:9][C:10]3[N:11]([C:13]([C:16]([F:19])([F:18])[F:17])=[N:14][N:15]=3)[N:12]=2)[CH2:6][CH2:5][NH:4][CH2:3][CH2:2]1.[N:20]1[C:29]2[C:24](=[CH:25][CH:26]=[CH:27][CH:28]=2)[C:23]([CH:30]=O)=[CH:22][CH:21]=1, predict the reaction product. The product is: [F:19][C:16]([F:17])([F:18])[C:13]1[N:11]2[N:12]=[C:7]([N:1]3[CH2:2][CH2:3][N:4]([CH2:30][C:23]4[C:24]5[C:29](=[CH:28][CH:27]=[CH:26][CH:25]=5)[N:20]=[CH:21][CH:22]=4)[CH2:5][CH2:6]3)[CH:8]=[CH:9][C:10]2=[N:15][N:14]=1. (5) Given the reactants C[Mg]I.[Mg].[CH3:5]I.[Br:7][C:8]1[CH:16]=[C:15]2[C:11]([C:12](=[O:18])[C:13](=[O:17])[NH:14]2)=[CH:10][CH:9]=1, predict the reaction product. The product is: [Br:7][C:8]1[CH:16]=[C:15]2[C:11]([C:12]([OH:18])([CH3:5])[C:13](=[O:17])[NH:14]2)=[CH:10][CH:9]=1. (6) Given the reactants [CH2:1]([C@H:4]([C@H:11]([OH:18])[C:12]([O:14][CH:15]([CH3:17])[CH3:16])=[O:13])[C:5]([O:7][CH:8]([CH3:10])[CH3:9])=[O:6])[CH:2]=[CH2:3].Br[C:20]1[CH:25]=[CH:24][C:23]([O:26][C:27]([F:30])([F:29])[F:28])=[CH:22][CH:21]=1.C1(C)C=CC=CC=1P(C1C=CC=CC=1C)C1C=CC=CC=1C, predict the reaction product. The product is: [OH:18][C@@H:11]([C@@H:4]([CH2:1]/[CH:2]=[CH:3]/[C:20]1[CH:21]=[CH:22][C:23]([O:26][C:27]([F:28])([F:29])[F:30])=[CH:24][CH:25]=1)[C:5]([O:7][CH:8]([CH3:10])[CH3:9])=[O:6])[C:12]([O:14][CH:15]([CH3:17])[CH3:16])=[O:13].